The task is: Predict the reactants needed to synthesize the given product.. This data is from Full USPTO retrosynthesis dataset with 1.9M reactions from patents (1976-2016). (1) Given the product [O:19]1[C:24]2[CH:25]=[CH:26][C:27]([CH2:29][N:30]([CH:38]3[CH2:43][CH2:42][N:41]([CH2:17][CH2:16][N:3]4[C:4]5[C:9](=[CH:8][CH:7]=[CH:6][CH:5]=5)[C:10]([C:12]([O:14][CH3:15])=[O:13])=[CH:11][C:2]4=[O:1])[CH2:40][CH2:39]3)[C:31](=[O:37])[O:32][C:33]([CH3:36])([CH3:34])[CH3:35])=[CH:28][C:23]=2[O:22][CH2:21][CH2:20]1, predict the reactants needed to synthesize it. The reactants are: [O:1]=[C:2]1[CH:11]=[C:10]([C:12]([O:14][CH3:15])=[O:13])[C:9]2[C:4](=[CH:5][CH:6]=[CH:7][CH:8]=2)[N:3]1[CH2:16][CH:17]=O.[O:19]1[C:24]2[CH:25]=[CH:26][C:27]([CH2:29][N:30]([CH:38]3[CH2:43][CH2:42][NH:41][CH2:40][CH2:39]3)[C:31](=[O:37])[O:32][C:33]([CH3:36])([CH3:35])[CH3:34])=[CH:28][C:23]=2[O:22][CH2:21][CH2:20]1.C(O[BH-](OC(=O)C)OC(=O)C)(=O)C.[Na+].C(=O)([O-])O.[Na+]. (2) Given the product [C:27]([OH:30])(=[O:29])[CH3:28].[C:1]1([C:7]2[CH:11]=[C:10]([CH2:12][O:13][C:14]3[C:23]4[C:18](=[CH:19][CH:20]=[CH:21][CH:22]=4)[N:17]=[CH:16][N:15]=3)[O:9][N:8]=2)[CH:2]=[CH:3][CH:4]=[CH:5][CH:6]=1, predict the reactants needed to synthesize it. The reactants are: [C:1]1([C:7]2[CH:11]=[C:10]([CH2:12][O:13][C:14]3[C:23]4[C:18](=[CH:19][CH:20]=[CH:21][CH:22]=4)[N:17]=[CH:16][N:15]=3)[O:9][N:8]=2)[CH:6]=[CH:5][CH:4]=[CH:3][CH:2]=1.ClCCl.[C:27]([OH:30])(=[O:29])[CH3:28]. (3) Given the product [CH2:16]([C:2]1([CH2:3][O:4][C:5]([NH:7][C@H:8]([C:13]([OH:15])=[O:14])[C:9]([CH3:10])([CH3:11])[CH3:12])=[O:6])[CH2:20][CH2:26][CH2:21][CH2:22][CH2:1]1)[CH2:17][CH:18]=[CH2:19], predict the reactants needed to synthesize it. The reactants are: [CH3:1][C:2]([CH3:20])([CH2:16][CH2:17][CH:18]=[CH2:19])[CH2:3][O:4][C:5]([NH:7][C@H:8]([C:13]([OH:15])=[O:14])[C:9]([CH3:12])([CH3:11])[CH3:10])=[O:6].[CH:21]1(C(OC)=O)[CH2:26]CCC[CH2:22]1. (4) Given the product [F:20][C:10]1[CH:9]=[C:8]([C:6]2[CH:7]=[C:2]([C:42]([F:45])([F:44])[F:43])[CH:3]=[CH:4][C:5]=2[O:21][C@@H:22]([CH3:26])[C:23]([OH:25])=[O:24])[CH:13]=[CH:12][C:11]=1[C:14]([NH:16][CH:17]([CH3:19])[CH3:18])=[O:15], predict the reactants needed to synthesize it. The reactants are: Cl[C:2]1[CH:3]=[CH:4][C:5]([O:21][C@@H:22]([CH3:26])[C:23]([OH:25])=[O:24])=[C:6]([C:8]2[CH:13]=[CH:12][C:11]([C:14]([NH:16][CH:17]([CH3:19])[CH3:18])=[O:15])=[C:10]([F:20])[CH:9]=2)[CH:7]=1.B(C1C=C([C:42]([F:45])([F:44])[F:43])C=CC=1O[C@@H](C)C(O)=O)(O)O. (5) Given the product [Cl:1][C:2]1[CH:16]=[CH:15][C:5]([O:6][CH2:7][CH2:8][N:17]2[CH2:26][CH2:25][CH2:16][CH2:2][CH2:3]2)=[CH:4][C:3]=1[NH2:17], predict the reactants needed to synthesize it. The reactants are: [Cl:1][C:2]1[CH:16]=[CH:15][C:5]([O:6][CH2:7][CH2:8]C2CCNCC2)=[CH:4][C:3]=1[N+:17]([O-])=O.O.O.[Sn](Cl)Cl.[CH3:25][CH2:26]O. (6) Given the product [CH3:56][C:57]1[CH2:62][CH2:61][CH2:60][C:59]([CH3:63])([CH3:64])[C:58]=1/[CH:65]=[CH:66]/[C:67](/[CH3:77])=[CH:68]/[CH:69]=[CH:70]/[C:71](/[CH3:76])=[CH:72]/[C:73]([OH:75])=[O:74], predict the reactants needed to synthesize it. The reactants are: CC[C@@]1(O)CN2C[C@@H](C[C@](C(OC)=O)(C3C=C4[C@]56[C@@H]7[C@](CC)([C@@H](O)[C@](O)(C(N)=O)[C@@H]5N(C)C4=CC=3OC)C=CCN7CC6)C3NC4C=CC=CC=4C=3CC2)C1.[CH3:56][C:57]1[CH2:62][CH2:61][CH2:60][C:59]([CH3:64])([CH3:63])[C:58]=1/[CH:65]=[CH:66]/[C:67](/[CH3:77])=[CH:68]/[CH:69]=[CH:70]/[C:71](/[CH3:76])=[CH:72]\[C:73]([OH:75])=[O:74]. (7) Given the product [Si:20]([O:19][CH2:18][CH2:17][N:8]1[C:7]2[CH:13]=[C:3]([O:2][CH3:1])[CH:4]=[CH:5][C:6]=2[O:11][CH2:10][C:9]1=[O:12])([C:23]([CH3:26])([CH3:25])[CH3:24])([CH3:22])[CH3:21], predict the reactants needed to synthesize it. The reactants are: [CH3:1][O:2][C:3]1[CH:4]=[CH:5][C:6]2[O:11][CH2:10][C:9](=[O:12])[NH:8][C:7]=2[CH:13]=1.[H-].[Na+].Br[CH2:17][CH2:18][O:19][Si:20]([C:23]([CH3:26])([CH3:25])[CH3:24])([CH3:22])[CH3:21]. (8) Given the product [F:1][C:2]1[CH:3]=[CH:4][C:5]([C@:8]2([CH2:32][CH2:33][CH2:34][OH:35])[O:13][C:12](=[O:14])[N:11]([C@H:15]([C:17]3[CH:22]=[CH:21][C:20]([C:37]4[CH:42]=[CH:41][N:40]=[C:39]([CH3:43])[N:38]=4)=[CH:19][CH:18]=3)[CH3:16])[CH2:10][CH2:9]2)=[CH:6][CH:7]=1, predict the reactants needed to synthesize it. The reactants are: [F:1][C:2]1[CH:7]=[CH:6][C:5]([C@:8]2([CH2:32][CH2:33][CH2:34][OH:35])[O:13][C:12](=[O:14])[N:11]([C@H:15]([C:17]3[CH:22]=[CH:21][C:20](B4OC(C)(C)C(C)(C)O4)=[CH:19][CH:18]=3)[CH3:16])[CH2:10][CH2:9]2)=[CH:4][CH:3]=1.Br[C:37]1[CH:42]=[CH:41][N:40]=[C:39]([CH3:43])[N:38]=1. (9) Given the product [CH3:17][C:18]1[C:19]([N:25]2[CH2:26][CH2:27][N:28]([C:12]([C:11]3[CH:10]=[CH:9][C:8]([N:7]4[CH2:6][CH2:5][CH2:4][O:3][C:2]4=[O:1])=[CH:16][CH:15]=3)=[O:14])[CH2:29][CH2:30]2)=[N:20][CH:21]=[C:22]([CH3:24])[CH:23]=1, predict the reactants needed to synthesize it. The reactants are: [O:1]=[C:2]1[N:7]([C:8]2[CH:16]=[CH:15][C:11]([C:12]([OH:14])=O)=[CH:10][CH:9]=2)[CH2:6][CH2:5][CH2:4][O:3]1.[CH3:17][C:18]1[C:19]([N:25]2[CH2:30][CH2:29][NH:28][CH2:27][CH2:26]2)=[N:20][CH:21]=[C:22]([CH3:24])[CH:23]=1. (10) The reactants are: CC1(C)C(C)(C)OB([C:9]2[CH:17]=[C:16]3[C:12]([CH:13]=[C:14]([C:23]([O:25][C:26]([CH3:29])([CH3:28])[CH3:27])=[O:24])[N:15]3[C:18]([O:20][CH2:21][CH3:22])=[O:19])=[CH:11][CH:10]=2)O1.Cl[C:32]1[N:37]=[C:36]([N:38]2[CH2:43][CH2:42][O:41][CH2:40][C@@H:39]2[CH3:44])[CH:35]=[C:34]([CH2:45][S:46]([CH3:49])(=[O:48])=[O:47])[N:33]=1.[O-]P([O-])([O-])=O.[K+].[K+].[K+]. Given the product [CH3:44][C@H:39]1[CH2:40][O:41][CH2:42][CH2:43][N:38]1[C:36]1[CH:35]=[C:34]([CH2:45][S:46]([CH3:49])(=[O:48])=[O:47])[N:33]=[C:32]([C:9]2[CH:17]=[C:16]3[C:12]([CH:13]=[C:14]([C:23]([O:25][C:26]([CH3:27])([CH3:28])[CH3:29])=[O:24])[N:15]3[C:18]([O:20][CH2:21][CH3:22])=[O:19])=[CH:11][CH:10]=2)[N:37]=1, predict the reactants needed to synthesize it.